This data is from Peptide-MHC class I binding affinity with 185,985 pairs from IEDB/IMGT. The task is: Regression. Given a peptide amino acid sequence and an MHC pseudo amino acid sequence, predict their binding affinity value. This is MHC class I binding data. (1) The peptide sequence is SMFEPEREK. The MHC is HLA-A11:01 with pseudo-sequence HLA-A11:01. The binding affinity (normalized) is 0.349. (2) The peptide sequence is RTSKAPLER. The MHC is HLA-B18:01 with pseudo-sequence HLA-B18:01. The binding affinity (normalized) is 0.